From a dataset of Full USPTO retrosynthesis dataset with 1.9M reactions from patents (1976-2016). Predict the reactants needed to synthesize the given product. (1) Given the product [C:28]([C:27]1[C:1]([C:3]2[CH:4]=[C:5]([NH:9][C:10]([NH:12][C:13]3[CH:18]=[CH:17][C:16]([C:19]([F:20])([F:21])[F:22])=[CH:15][CH:14]=3)=[O:11])[CH:6]=[CH:7][CH:8]=2)=[N:32][CH:31]=[N:33][C:26]=1[OH:30])#[N:29], predict the reactants needed to synthesize it. The reactants are: [CH:1]([C:3]1[CH:4]=[C:5]([NH:9][C:10]([NH:12][C:13]2[CH:18]=[CH:17][C:16]([C:19]([F:22])([F:21])[F:20])=[CH:15][CH:14]=2)=[O:11])[CH:6]=[CH:7][CH:8]=1)=O.C(O[C:26](=[O:30])[CH2:27][C:28]#[N:29])C.[CH:31]([NH2:33])=[NH:32].C(=O)([O-])[O-].[K+].[K+]. (2) The reactants are: Cl.N1C=CC=CC=1.C[O:9][C:10]1[CH:15]=[CH:14][C:13]([C:16]([F:19])([F:18])[F:17])=[CH:12][C:11]=1[C:20]([C:22]1[CH:27]=[CH:26][CH:25]=[CH:24][CH:23]=1)=[O:21]. Given the product [OH:9][C:10]1[CH:15]=[CH:14][C:13]([C:16]([F:17])([F:18])[F:19])=[CH:12][C:11]=1[C:20]([C:22]1[CH:27]=[CH:26][CH:25]=[CH:24][CH:23]=1)=[O:21], predict the reactants needed to synthesize it. (3) Given the product [C:1]([N:6]1[CH2:11][CH2:10][N:9]([C:12]([C:14]2[CH:15]=[C:16]([C:20]3[O:21][C:22]4[C:28]([C:29]([NH2:33])=[O:31])=[CH:27][CH:26]=[CH:25][C:23]=4[N:24]=3)[CH:17]=[CH:18][CH:19]=2)=[O:13])[CH2:8][CH2:7]1)(=[O:5])[CH:2]([CH3:4])[CH3:3], predict the reactants needed to synthesize it. The reactants are: [C:1]([N:6]1[CH2:11][CH2:10][N:9]([C:12]([C:14]2[CH:15]=[C:16]([C:20]3[O:21][C:22]4[C:28]([C:29]([O:31]C)=O)=[CH:27][CH:26]=[CH:25][C:23]=4[N:24]=3)[CH:17]=[CH:18][CH:19]=2)=[O:13])[CH2:8][CH2:7]1)(=[O:5])[CH:2]([CH3:4])[CH3:3].[NH4+:33].